This data is from Merck oncology drug combination screen with 23,052 pairs across 39 cell lines. The task is: Regression. Given two drug SMILES strings and cell line genomic features, predict the synergy score measuring deviation from expected non-interaction effect. (1) Synergy scores: synergy=34.4. Drug 1: CN1C(=O)C=CC2(C)C3CCC4(C)C(NC(=O)OCC(F)(F)F)CCC4C3CCC12. Drug 2: Cn1c(=O)n(-c2ccc(C(C)(C)C#N)cc2)c2c3cc(-c4cnc5ccccc5c4)ccc3ncc21. Cell line: PA1. (2) Drug 1: NC(=O)c1cccc2cn(-c3ccc(C4CCCNC4)cc3)nc12. Drug 2: Cn1cc(-c2cnn3c(N)c(Br)c(C4CCCNC4)nc23)cn1. Cell line: NCIH460. Synergy scores: synergy=18.9. (3) Drug 1: C=CCn1c(=O)c2cnc(Nc3ccc(N4CCN(C)CC4)cc3)nc2n1-c1cccc(C(C)(C)O)n1. Drug 2: COC1CC2CCC(C)C(O)(O2)C(=O)C(=O)N2CCCCC2C(=O)OC(C(C)CC2CCC(OP(C)(C)=O)C(OC)C2)CC(=O)C(C)C=C(C)C(O)C(OC)C(=O)C(C)CC(C)C=CC=CC=C1C. Cell line: NCIH2122. Synergy scores: synergy=17.4. (4) Drug 1: CCC1=CC2CN(C1)Cc1c([nH]c3ccccc13)C(C(=O)OC)(c1cc3c(cc1OC)N(C)C1C(O)(C(=O)OC)C(OC(C)=O)C4(CC)C=CCN5CCC31C54)C2. Drug 2: NC1(c2ccc(-c3nc4ccn5c(=O)[nH]nc5c4cc3-c3ccccc3)cc2)CCC1. Cell line: SKMEL30. Synergy scores: synergy=16.2. (5) Drug 1: CN1C(=O)C=CC2(C)C3CCC4(C)C(NC(=O)OCC(F)(F)F)CCC4C3CCC12. Drug 2: O=C(CCCCCCC(=O)Nc1ccccc1)NO. Cell line: NCIH1650. Synergy scores: synergy=17.8.